This data is from Catalyst prediction with 721,799 reactions and 888 catalyst types from USPTO. The task is: Predict which catalyst facilitates the given reaction. (1) Reactant: Cl[C:2]1[C:3]([C:20]([NH2:22])=[O:21])=[N:4][C:5]([CH2:18][CH3:19])=[C:6]([O:8][C:9]2[CH:14]=[CH:13][CH:12]=[C:11]([N+:15]([O-:17])=[O:16])[CH:10]=2)[N:7]=1.[CH3:23][N:24]1[CH2:29][CH2:28][N:27]([C:30]2[N:35]=[CH:34][C:33]([NH2:36])=[CH:32][N:31]=2)[CH2:26][CH2:25]1.C(N(C(C)C)CC)(C)C. Product: [CH2:18]([C:5]1[N:4]=[C:3]([C:20]([NH2:22])=[O:21])[C:2]([NH:36][C:33]2[CH:32]=[N:31][C:30]([N:27]3[CH2:28][CH2:29][N:24]([CH3:23])[CH2:25][CH2:26]3)=[N:35][CH:34]=2)=[N:7][C:6]=1[O:8][C:9]1[CH:14]=[CH:13][CH:12]=[C:11]([N+:15]([O-:17])=[O:16])[CH:10]=1)[CH3:19]. The catalyst class is: 435. (2) Reactant: ClC(Cl)(Cl)CO[C:5](=[O:28])[NH:6][C:7]1[C:8]([CH3:27])=[C:9]([CH3:26])[C:10]2[O:14][CH2:13][CH:12]([C:15]3[CH:20]=[CH:19][C:18]([CH:21]([CH3:23])[CH3:22])=[CH:17][CH:16]=3)[C:11]=2[C:24]=1[CH3:25].[CH3:31][O:32][CH2:33][CH2:34][NH2:35]. Product: [CH:21]([C:18]1[CH:19]=[CH:20][C:15]([CH:12]2[C:11]3[C:24]([CH3:25])=[C:7]([NH:6][C:5]([NH:35][CH2:34][CH2:33][O:32][CH3:31])=[O:28])[C:8]([CH3:27])=[C:9]([CH3:26])[C:10]=3[O:14][CH2:13]2)=[CH:16][CH:17]=1)([CH3:23])[CH3:22]. The catalyst class is: 195. (3) Reactant: I[C:2]1[CH:7]=[CH:6][C:5]([C:8]2[N:9]([C:19]3[CH:20]=[N:21][CH:22]=[CH:23][CH:24]=3)[CH:10]=[C:11]([C:13]3[CH:18]=[CH:17][CH:16]=[CH:15][N:14]=3)[N:12]=2)=[CH:4][CH:3]=1.[NH:25]1[C:33]2[C:28](=[CH:29][CH:30]=[CH:31][CH:32]=2)[CH:27]=[CH:26]1.[O-]P([O-])([O-])=O.[K+].[K+].[K+].[C@@H]1(N)CCCC[C@H]1N. Product: [N:14]1[CH:15]=[CH:16][CH:17]=[CH:18][C:13]=1[C:11]1[N:12]=[C:8]([C:5]2[CH:6]=[CH:7][C:2]([N:25]3[C:33]4[C:28](=[CH:29][CH:30]=[CH:31][CH:32]=4)[CH:27]=[CH:26]3)=[CH:3][CH:4]=2)[N:9]([C:19]2[CH:20]=[N:21][CH:22]=[CH:23][CH:24]=2)[CH:10]=1. The catalyst class is: 185. (4) Reactant: [I:1][C:2]1[CH:11]=[CH:10][C:5]2[N:6]=[C:7]([SH:9])[S:8][C:4]=2[CH:3]=1.[C:12](=O)([O-])[O-].[K+].[K+].CI. Product: [I:1][C:2]1[CH:11]=[CH:10][C:5]2[N:6]=[C:7]([S:9][CH3:12])[S:8][C:4]=2[CH:3]=1. The catalyst class is: 7. (5) Reactant: [CH:1]([C:3]1[CH:4]=[C:5]([CH:9]=[C:10]([C:14]([F:17])([F:16])[F:15])[C:11]=1[O:12][CH3:13])[C:6]([OH:8])=[O:7])=O.Cl.[NH2:19]O. Product: [C:1]([C:3]1[CH:4]=[C:5]([CH:9]=[C:10]([C:14]([F:17])([F:16])[F:15])[C:11]=1[O:12][CH3:13])[C:6]([OH:8])=[O:7])#[N:19]. The catalyst class is: 106. (6) Reactant: [CH2:1]([CH:4]([C:10]([O:12][CH2:13][CH3:14])=[O:11])[C:5]([O:7][CH2:8][CH3:9])=[O:6])[CH:2]=[CH2:3].[H-].[Na+].[I:17]N1C(=O)CCC1=O. Product: [CH2:1]([C:4]([I:17])([C:10]([O:12][CH2:13][CH3:14])=[O:11])[C:5]([O:7][CH2:8][CH3:9])=[O:6])[CH:2]=[CH2:3]. The catalyst class is: 365.